From a dataset of Full USPTO retrosynthesis dataset with 1.9M reactions from patents (1976-2016). Predict the reactants needed to synthesize the given product. (1) Given the product [CH2:1]([O:3][C:4]1[CH:5]=[C:6]([CH:7]=[N+:19]([CH:17]([CH2:16][CH:15]([CH3:21])[CH3:14])[CH3:18])[O-:20])[CH:9]=[CH:10][C:11]=1[O:12][CH3:13])[CH3:2], predict the reactants needed to synthesize it. The reactants are: [CH2:1]([O:3][C:4]1[CH:5]=[C:6]([CH:9]=[CH:10][C:11]=1[O:12][CH3:13])[CH:7]=O)[CH3:2].[CH3:14][CH:15]([CH3:21])[CH2:16][CH:17]([NH:19][OH:20])[CH3:18].O.C1(C)C=CC(S(O)(=O)=O)=CC=1. (2) Given the product [O:1]=[C:2]1[C:7]([C:8]2[CH:13]=[CH:12][CH:11]=[CH:10][CH:9]=2)=[CH:6][N:5]([C:23]2[N:31]=[CH:30][N:29]=[C:28]3[C:24]=2[NH:25][CH:26]=[N:27]3)[CH:4]=[C:3]1[C:14]1[CH:15]=[CH:16][CH:17]=[CH:18][CH:19]=1, predict the reactants needed to synthesize it. The reactants are: [OH:1][C:2]1[C:7]([C:8]2[CH:13]=[CH:12][CH:11]=[CH:10][CH:9]=2)=[CH:6][N:5]=[CH:4][C:3]=1[C:14]1[CH:19]=[CH:18][CH:17]=[CH:16][CH:15]=1.[H-].[Na+].Cl[C:23]1[N:31]=[CH:30][N:29]=[C:28]2[C:24]=1[NH:25][CH:26]=[N:27]2. (3) Given the product [Br:14][C:15]1[CH:16]=[C:17]([O:24][CH3:25])[C:18]([O:23][CH2:10][O:11][CH3:12])=[C:19]([CH:22]=1)[CH:20]=[O:21], predict the reactants needed to synthesize it. The reactants are: C(N(C(C)C)C(C)C)C.[CH3:10][O:11][CH2:12]Cl.[Br:14][C:15]1[CH:16]=[C:17]([O:24][CH3:25])[C:18]([OH:23])=[C:19]([CH:22]=1)[CH:20]=[O:21]. (4) The reactants are: CON(C)[C:4]([C:6]1[C:10]([Cl:11])=[CH:9][N:8]([CH:12]([F:14])[F:13])[N:7]=1)=[O:5].[H-].[Al+3].[Li+].[H-].[H-].[H-]. Given the product [Cl:11][C:10]1[C:6]([CH:4]=[O:5])=[N:7][N:8]([CH:12]([F:13])[F:14])[CH:9]=1, predict the reactants needed to synthesize it.